Dataset: Peptide-MHC class I binding affinity with 185,985 pairs from IEDB/IMGT. Task: Regression. Given a peptide amino acid sequence and an MHC pseudo amino acid sequence, predict their binding affinity value. This is MHC class I binding data. (1) The peptide sequence is AFHQLVQVI. The MHC is HLA-A02:01 with pseudo-sequence HLA-A02:01. The binding affinity (normalized) is 0.0847. (2) The peptide sequence is YQSGLSIVM. The MHC is HLA-B44:03 with pseudo-sequence HLA-B44:03. The binding affinity (normalized) is 0.135. (3) The peptide sequence is TKDETREQL. The MHC is HLA-B27:05 with pseudo-sequence HLA-B27:05. The binding affinity (normalized) is 0.0847. (4) The peptide sequence is RRAAVSTLE. The MHC is HLA-B51:01 with pseudo-sequence HLA-B51:01. The binding affinity (normalized) is 0.0847. (5) The peptide sequence is HPVLVTATL. The MHC is HLA-B51:01 with pseudo-sequence HLA-B51:01. The binding affinity (normalized) is 0.213. (6) The peptide sequence is MLLKGTLFM. The MHC is HLA-B15:01 with pseudo-sequence HLA-B15:01. The binding affinity (normalized) is 0.0847. (7) The peptide sequence is AVFEIFFRK. The MHC is HLA-A03:01 with pseudo-sequence HLA-A03:01. The binding affinity (normalized) is 0.599.